This data is from Merck oncology drug combination screen with 23,052 pairs across 39 cell lines. The task is: Regression. Given two drug SMILES strings and cell line genomic features, predict the synergy score measuring deviation from expected non-interaction effect. (1) Drug 1: C=CCn1c(=O)c2cnc(Nc3ccc(N4CCN(C)CC4)cc3)nc2n1-c1cccc(C(C)(C)O)n1. Synergy scores: synergy=3.78. Drug 2: O=C(O)C1(Cc2cccc(Nc3nccs3)n2)CCC(Oc2cccc(Cl)c2F)CC1. Cell line: A2780. (2) Drug 1: COc1cc(C2c3cc4c(cc3C(OC3OC5COC(C)OC5C(O)C3O)C3COC(=O)C23)OCO4)cc(OC)c1O. Drug 2: CC1(c2nc3c(C(N)=O)cccc3[nH]2)CCCN1. Cell line: UWB1289BRCA1. Synergy scores: synergy=9.01. (3) Drug 1: NC1(c2ccc(-c3nc4ccn5c(=O)[nH]nc5c4cc3-c3ccccc3)cc2)CCC1. Drug 2: CC(C)CC(NC(=O)C(Cc1ccccc1)NC(=O)c1cnccn1)B(O)O. Cell line: T47D. Synergy scores: synergy=-10.7. (4) Cell line: RKO. Drug 2: COC1CC2CCC(C)C(O)(O2)C(=O)C(=O)N2CCCCC2C(=O)OC(C(C)CC2CCC(OP(C)(C)=O)C(OC)C2)CC(=O)C(C)C=C(C)C(O)C(OC)C(=O)C(C)CC(C)C=CC=CC=C1C. Synergy scores: synergy=18.4. Drug 1: CN1C(=O)C=CC2(C)C3CCC4(C)C(NC(=O)OCC(F)(F)F)CCC4C3CCC12. (5) Cell line: OVCAR3. Drug 1: Nc1ccn(C2OC(CO)C(O)C2(F)F)c(=O)n1. Synergy scores: synergy=-20.4. Drug 2: COC1=C2CC(C)CC(OC)C(O)C(C)C=C(C)C(OC(N)=O)C(OC)C=CC=C(C)C(=O)NC(=CC1=O)C2=O. (6) Drug 1: COc1cccc2c1C(=O)c1c(O)c3c(c(O)c1C2=O)CC(O)(C(=O)CO)CC3OC1CC(N)C(O)C(C)O1. Drug 2: NC(=O)c1cccc2cn(-c3ccc(C4CCCNC4)cc3)nc12. Cell line: A427. Synergy scores: synergy=-9.91.